This data is from Retrosynthesis with 50K atom-mapped reactions and 10 reaction types from USPTO. The task is: Predict the reactants needed to synthesize the given product. (1) Given the product COc1cc(N2CC[C@H](NCc3ccccc3)[C@H](F)C2)ccc1[N+](=O)[O-], predict the reactants needed to synthesize it. The reactants are: COc1cc(F)ccc1[N+](=O)[O-].F[C@@H]1CNCC[C@@H]1NCc1ccccc1. (2) Given the product COC(=O)c1cc(C2=CCCC2(C)C)c(-c2cc(OC)ccc2F)cc1F, predict the reactants needed to synthesize it. The reactants are: COC(=O)c1cc(C2=CCCC2(C)C)c(OS(=O)(=O)C(F)(F)F)cc1F.COc1ccc(F)c(B(O)O)c1. (3) Given the product COn1cc(C(=O)O)c(=O)c2cc3cc(F)c(F)cc3nc21, predict the reactants needed to synthesize it. The reactants are: CCOC(=O)c1cn(OC)c2nc3cc(F)c(F)cc3cc2c1=O. (4) The reactants are: CC(C)(C)OC(=O)OC(=O)OC(C)(C)C.COC(=O)C1CNCC(C)C1. Given the product COC(=O)C1CC(C)CN(C(=O)OC(C)(C)C)C1, predict the reactants needed to synthesize it.